Dataset: Full USPTO retrosynthesis dataset with 1.9M reactions from patents (1976-2016). Task: Predict the reactants needed to synthesize the given product. (1) Given the product [CH3:1][O:2][C:3]1[CH:4]=[C:5]([NH:11][S:12]([C:15]2[CH:16]=[CH:17][C:18]([CH2:21][CH2:22][CH2:23][CH2:24][NH:25][C:26](=[O:37])[CH2:27][O:28][CH2:29][C:30]3[CH:31]=[CH:32][C:33]([F:36])=[CH:34][CH:35]=3)=[CH:19][CH:20]=2)(=[O:14])=[O:13])[CH:6]=[CH:7][C:8]=1[O:9][CH3:10], predict the reactants needed to synthesize it. The reactants are: [CH3:1][O:2][C:3]1[CH:4]=[C:5]([NH:11][S:12]([C:15]2[CH:20]=[CH:19][C:18](/[CH:21]=[CH:22]/[CH2:23][CH2:24][NH:25][C:26](=[O:37])[CH2:27][O:28][CH2:29][C:30]3[CH:35]=[CH:34][C:33]([F:36])=[CH:32][CH:31]=3)=[CH:17][CH:16]=2)(=[O:14])=[O:13])[CH:6]=[CH:7][C:8]=1[O:9][CH3:10]. (2) Given the product [C:1]1([S:7]([O:10][C:11]2[C:20]([Br:21])=[C:19]3[C:14]([CH:15]=[CH:16][C:17]([CH:22]=[O:23])=[N:18]3)=[CH:13][CH:12]=2)(=[O:9])=[O:8])[CH:2]=[CH:3][CH:4]=[CH:5][CH:6]=1, predict the reactants needed to synthesize it. The reactants are: [C:1]1([S:7]([O:10][C:11]2[C:20]([Br:21])=[C:19]3[C:14]([CH:15]=[CH:16][C:17]([CH3:22])=[N:18]3)=[CH:13][CH:12]=2)(=[O:9])=[O:8])[CH:6]=[CH:5][CH:4]=[CH:3][CH:2]=1.[O:23]1CCOCC1.